This data is from Catalyst prediction with 721,799 reactions and 888 catalyst types from USPTO. The task is: Predict which catalyst facilitates the given reaction. (1) Reactant: [CH3:1][C:2]([C:8]1[CH:13]=[CH:12][CH:11]=[CH:10][N:9]=1)([CH3:7])[C:3](OC)=[O:4].O.[NH2:15][NH2:16]. Product: [CH3:1][C:2]([C:8]1[CH:13]=[CH:12][CH:11]=[CH:10][N:9]=1)([CH3:7])[C:3]([NH:15][NH2:16])=[O:4]. The catalyst class is: 8. (2) Reactant: [CH2:1]([N:3]1[CH2:8][CH2:7][N:6]([CH2:9][C:10]2[CH:35]=[CH:34][C:13]([C:14]([NH:16][C:17]3[CH:22]=[CH:21][CH:20]=[C:19]([NH:23][C:24]4[CH:32]=[C:31]5[C:27]([CH2:28][C:29](=[O:33])[NH:30]5)=[CH:26][CH:25]=4)[CH:18]=3)=[O:15])=[CH:12][C:11]=2[C:36]([F:39])([F:38])[F:37])[CH2:5][CH2:4]1)[CH3:2].[NH:40]1[CH:44]=[CH:43][CH:42]=[C:41]1[CH:45]=O.N1CCCCC1. Product: [CH2:1]([N:3]1[CH2:8][CH2:7][N:6]([CH2:9][C:10]2[CH:35]=[CH:34][C:13]([C:14]([NH:16][C:17]3[CH:22]=[CH:21][CH:20]=[C:19]([NH:23][C:24]4[CH:32]=[C:31]5[C:27]([C:28](=[CH:45][C:41]6[NH:40][CH:44]=[CH:43][CH:42]=6)[C:29](=[O:33])[NH:30]5)=[CH:26][CH:25]=4)[CH:18]=3)=[O:15])=[CH:12][C:11]=2[C:36]([F:38])([F:39])[F:37])[CH2:5][CH2:4]1)[CH3:2]. The catalyst class is: 14. (3) Reactant: [F:1][C:2]([F:6])([F:5])[CH2:3][NH2:4].[C:7](N1C=CN=C1)(N1C=CN=C1)=[S:8].[CH2:19]([CH:21]1[CH2:25][NH:24][N:23]=[CH:22]1)[CH3:20]. Product: [F:1][C:2]([F:6])([F:5])[CH2:3][NH:4][C:7]([N:23]1[CH2:22][CH:21]([CH2:19][CH3:20])[CH:25]=[N:24]1)=[S:8]. The catalyst class is: 10. (4) Reactant: C([O:3][C:4]([C:6]1([NH:15][C:16](=[O:29])[C:17]2[CH:22]=[CH:21][CH:20]=[C:19]([CH3:23])[C:18]=2[O:24][CH2:25][CH:26]2[CH2:28][CH2:27]2)[CH2:14][C:13]2[C:8](=[CH:9][CH:10]=[CH:11][CH:12]=2)[CH2:7]1)=[O:5])C.[OH-].[K+].O. Product: [CH:26]1([CH2:25][O:24][C:18]2[C:19]([CH3:23])=[CH:20][CH:21]=[CH:22][C:17]=2[C:16]([NH:15][C:6]2([C:4]([OH:5])=[O:3])[CH2:7][C:8]3[C:13](=[CH:12][CH:11]=[CH:10][CH:9]=3)[CH2:14]2)=[O:29])[CH2:27][CH2:28]1. The catalyst class is: 14. (5) Reactant: [Cl:1][CH2:2][C:3](Cl)=[O:4].[NH2:6][C:7]1[CH:15]=[CH:14][CH:13]=[C:12]2[C:8]=1[C:9](=[O:26])[N:10]([C:17]1([CH3:25])[CH2:22][CH2:21][C:20](=[O:23])[NH:19][C:18]1=[O:24])[C:11]2=[O:16]. Product: [Cl:1][CH2:2][C:3]([NH:6][C:7]1[CH:15]=[CH:14][CH:13]=[C:12]2[C:8]=1[C:9](=[O:26])[N:10]([C:17]1([CH3:25])[CH2:22][CH2:21][C:20](=[O:23])[NH:19][C:18]1=[O:24])[C:11]2=[O:16])=[O:4]. The catalyst class is: 1. (6) Reactant: Br[C:2]1[C:8]([Cl:9])=[CH:7][C:5]([NH2:6])=[CH:4][C:3]=1[Cl:10].[Cu][C:12]#[N:13]. Product: [NH2:6][C:5]1[CH:7]=[C:8]([Cl:9])[C:2]([C:12]#[N:13])=[C:3]([Cl:10])[CH:4]=1. The catalyst class is: 3. (7) Reactant: [Cl:1][C:2]1[CH:3]=[CH:4][C:5]2[N:15]3[CH:16]=[CH:17][CH:18]=[C:14]3[C:8]3([CH2:13][CH2:12][NH:11][CH2:10][CH2:9]3)[O:7][C:6]=2[CH:19]=1.[F:20][C:21]1[CH:29]=[CH:28][C:27]([O:30][CH3:31])=[CH:26][C:22]=1[C:23](O)=[O:24].CCN=C=NCCCN(C)C.CCN(CC)CC. Product: [Cl:1][C:2]1[CH:3]=[CH:4][C:5]2[N:15]3[CH:16]=[CH:17][CH:18]=[C:14]3[C:8]3([CH2:13][CH2:12][N:11]([C:23]([C:22]4[CH:26]=[C:27]([O:30][CH3:31])[CH:28]=[CH:29][C:21]=4[F:20])=[O:24])[CH2:10][CH2:9]3)[O:7][C:6]=2[CH:19]=1. The catalyst class is: 2. (8) Reactant: [CH3:1][C@H:2]1[NH:7][CH2:6][C@@H:5]([OH:8])[CH2:4][CH2:3]1.[OH-].[Na+].[N:11]1[N:12]([C:16]2[S:17][CH:18]=[CH:19][C:20]=2[C:21](Cl)=[O:22])[N:13]=[CH:14][CH:15]=1. Product: [N:13]1[N:12]([C:16]2[S:17][CH:18]=[CH:19][C:20]=2[C:21]([N:7]2[CH2:6][C@@H:5]([OH:8])[CH2:4][CH2:3][C@H:2]2[CH3:1])=[O:22])[N:11]=[CH:15][CH:14]=1. The catalyst class is: 11.